Dataset: Full USPTO retrosynthesis dataset with 1.9M reactions from patents (1976-2016). Task: Predict the reactants needed to synthesize the given product. Given the product [Cl:15][C:2]1[CH:10]=[CH:9][CH:8]=[CH:7][C:3]=1[C:4]1[N:6]=[C:4]([N:22]2[CH2:23][CH2:24][N:19]([C:16](=[O:18])[CH3:17])[CH2:20][CH2:21]2)[C:3]2[C:2](=[CH:10][CH:9]=[CH:8][C:7]=2[C:11]([F:14])([F:13])[F:12])[N:1]=1, predict the reactants needed to synthesize it. The reactants are: [NH2:1][C:2]1[CH:10]=[CH:9][CH:8]=[C:7]([C:11]([F:14])([F:13])[F:12])[C:3]=1[C:4]([NH2:6])=O.[Cl-:15].[C:16]([N:19]1[CH2:24][CH2:23][NH:22][CH2:21][CH2:20]1)(=[O:18])[CH3:17].